Dataset: CYP3A4 inhibition data for predicting drug metabolism from PubChem BioAssay. Task: Regression/Classification. Given a drug SMILES string, predict its absorption, distribution, metabolism, or excretion properties. Task type varies by dataset: regression for continuous measurements (e.g., permeability, clearance, half-life) or binary classification for categorical outcomes (e.g., BBB penetration, CYP inhibition). Dataset: cyp3a4_veith. (1) The drug is CCOC(=O)c1[nH]c2cc3c(cc2c1NC(=O)CN1CCC2(CC1)OCCO2)OCO3. The result is 0 (non-inhibitor). (2) The compound is O=C(NCCCN1CCN(c2ccccc2F)CC1)C1CCC(=O)N1C1CCCCC1. The result is 0 (non-inhibitor). (3) The compound is CCC(Sc1ccc2nnc(-c3ccc(F)cc3)n2n1)C(=O)O. The result is 0 (non-inhibitor). (4) The molecule is C/C(=N\O)c1cccc[n+]1Cc1ccccc1. The result is 0 (non-inhibitor). (5) The molecule is O=C(Nc1ccc(F)cc1)c1ccc(-n2ccnc2)nc1. The result is 1 (inhibitor). (6) The drug is COc1ccccc1-c1nc(NCc2cccs2)c2ccccc2n1. The result is 1 (inhibitor).